From a dataset of Reaction yield outcomes from USPTO patents with 853,638 reactions. Predict the reaction yield, written as a fraction of the theoretical maximum amount of product (1.0 means a 100% yield; for example, 0.34 means a 34% yield). (1) The reactants are [OH:1][CH2:2][CH:3]1[O:8][C:7]2[C:9]3[C:14]([C:15](=[O:18])[C:16](=[O:17])[C:6]=2[S:5][CH2:4]1)=[CH:13][CH:12]=[CH:11][CH:10]=3.[F:19][C:20]1[CH:25]=[CH:24][C:23]([N:26]=[C:27]=[O:28])=[CH:22][CH:21]=1.C(=O)([O-])[O-].[K+].[K+]. The catalyst is CN(C)C=O. The product is [F:19][C:20]1[CH:25]=[CH:24][C:23]([NH:26][C:27](=[O:28])[O:1][CH2:2][CH:3]2[O:8][C:7]3[C:9]4[C:14]([C:15](=[O:18])[C:16](=[O:17])[C:6]=3[S:5][CH2:4]2)=[CH:13][CH:12]=[CH:11][CH:10]=4)=[CH:22][CH:21]=1. The yield is 0.260. (2) The reactants are [NH2:1][CH:2]([C:6]1[CH:11]=[CH:10][CH:9]=[CH:8][CH:7]=1)[C:3](O)=O.C[O:13][C:14](=O)[CH:15]([NH2:20])[CH2:16][CH:17]1[CH2:19][CH2:18]1.C([C@@H]1NC[C@H](CC(C)C)NC1=O)C(C)C. No catalyst specified. The product is [CH:17]1([CH2:16][C@@H:15]2[NH:20][CH2:3][C@H:2]([C:6]3[CH:11]=[CH:10][CH:9]=[CH:8][CH:7]=3)[NH:1][C:14]2=[O:13])[CH2:19][CH2:18]1. The yield is 0.109. (3) The reactants are [CH2:1]([O:8][C:9]1[C:14]([CH:15]([C:17]2[CH:22]=[CH:21][C:20]([CH2:23][CH3:24])=[CH:19][CH:18]=2)[OH:16])=[CH:13][CH:12]=[C:11]([CH3:25])[N:10]=1)[C:2]1[CH:7]=[CH:6][CH:5]=[CH:4][CH:3]=1.[C:26](OC(=O)C)(=[O:28])[CH3:27].C(OCC)(=O)C. The catalyst is N1C=CC=CC=1.CN(C)C1C=CN=CC=1. The product is [C:26]([O:16][CH:15]([C:14]1[C:9]([O:8][CH2:1][C:2]2[CH:3]=[CH:4][CH:5]=[CH:6][CH:7]=2)=[N:10][C:11]([CH3:25])=[CH:12][CH:13]=1)[C:17]1[CH:18]=[CH:19][C:20]([CH2:23][CH3:24])=[CH:21][CH:22]=1)(=[O:28])[CH3:27]. The yield is 0.860. (4) The reactants are [CH:1]1([C:4]2[CH:8]=[C:7]([NH2:9])[N:6]([C:10]3[CH:15]=[CH:14][CH:13]=[CH:12][CH:11]=3)[N:5]=2)[CH2:3][CH2:2]1.C(N(CC)CC)C.Cl[C:24]([O:26][C:27]1[CH:32]=[CH:31][CH:30]=[CH:29][CH:28]=1)=[O:25]. The catalyst is C1CCCCC1. The product is [CH:1]1([C:4]2[CH:8]=[C:7]([NH:9][C:24](=[O:25])[O:26][C:27]3[CH:32]=[CH:31][CH:30]=[CH:29][CH:28]=3)[N:6]([C:10]3[CH:15]=[CH:14][CH:13]=[CH:12][CH:11]=3)[N:5]=2)[CH2:3][CH2:2]1. The yield is 0.630. (5) The reactants are [Br-].[CH3:2][O:3][C:4]1[CH:30]=[CH:29][C:7]([CH2:8][CH2:9][P+](C2C=CC=CC=2)(C2C=CC=CC=2)C2C=CC=CC=2)=[CH:6][CH:5]=1.[Li]CCCC.[CH:36](=O)[CH2:37][CH2:38]/[CH:39]=[CH:40]/[CH2:41][CH2:42][CH2:43][CH2:44][CH3:45]. No catalyst specified. The product is [CH2:8]([C:7]1[CH:6]=[CH:5][C:4]([O:3][CH3:2])=[CH:30][CH:29]=1)[CH:9]=[CH:36][CH2:37][CH2:38]/[CH:39]=[CH:40]/[CH2:41][CH2:42][CH2:43][CH2:44][CH3:45]. The yield is 0.480. (6) The reactants are Cl[C:2]1[CH:7]=[N:6][CH:5]=[C:4]([Cl:8])[N:3]=1.[NH2:9][CH2:10][C:11]([O:13][CH2:14][CH3:15])=[O:12].C(N(CC)CC)C. The catalyst is C(#N)C. The product is [Cl:8][C:4]1[N:3]=[C:2]([NH:9][CH2:10][C:11]([O:13][CH2:14][CH3:15])=[O:12])[CH:7]=[N:6][CH:5]=1. The yield is 0.490.